From a dataset of Reaction yield outcomes from USPTO patents with 853,638 reactions. Predict the reaction yield, written as a fraction of the theoretical maximum amount of product (1.0 means a 100% yield; for example, 0.34 means a 34% yield). (1) The reactants are [F:1][C:2]1([F:32])[C:10]2[C:5](=[CH:6][CH:7]=[CH:8][C:9]=2[C@@H:11]([OH:13])[CH3:12])[N:4]([CH2:14][C:15]2[C:23]3[C:18](=[CH:19][CH:20]=[CH:21][CH:22]=3)[N:17](C(OC(C)(C)C)=O)[N:16]=2)[C:3]1=[O:31].FC(F)(F)C(O)=O. The catalyst is C(Cl)(Cl)Cl. The product is [F:32][C:2]1([F:1])[C:10]2[C:5](=[CH:6][CH:7]=[CH:8][C:9]=2[C@@H:11]([OH:13])[CH3:12])[N:4]([CH2:14][C:15]2[C:23]3[C:18](=[CH:19][CH:20]=[CH:21][CH:22]=3)[NH:17][N:16]=2)[C:3]1=[O:31]. The yield is 0.500. (2) The reactants are Cl[C:2]1[CH:3]=[C:4]([CH:41]=[CH:42][C:43]=1F)[C:5]1[C:10]([C:11]2[CH:20]=[CH:19][C:18]3[C:13](=[CH:14][CH:15]=[C:16]([C:21]4[N:25]([CH:26]5[CH2:31][CH2:30][CH2:29][CH2:28][CH2:27]5)[C:24]5[CH:32]=[CH:33][C:34]([C:36]([OH:38])=[O:37])=[CH:35][C:23]=5[N:22]=4)[CH:17]=3)[N:12]=2)=[CH:9][C:8]([O:39][CH3:40])=[CH:7][CH:6]=1.C[O:46][C:47]([C:49]1C=CC2N(C3CCCCC3)C(C3C=C4C(=CC=3)N=C(C3C=C(OC)C=CC=3Br)C=C4)=NC=2C=1)=O.C(OC1C=CC(B(O)O)=CC=1)C. No catalyst specified. The product is [CH:26]1([N:25]2[C:24]3[CH:32]=[CH:33][C:34]([C:36]([OH:38])=[O:37])=[CH:35][C:23]=3[N:22]=[C:21]2[C:16]2[CH:17]=[C:18]3[C:13](=[CH:14][CH:15]=2)[N:12]=[C:11]([C:10]2[C:5]([C:4]4[CH:41]=[CH:42][C:43]([O:46][CH2:47][CH3:49])=[CH:2][CH:3]=4)=[CH:6][CH:7]=[C:8]([O:39][CH3:40])[CH:9]=2)[CH:20]=[CH:19]3)[CH2:27][CH2:28][CH2:29][CH2:30][CH2:31]1. The yield is 0.160. (3) The reactants are [CH3:1][C@:2]12[C@@:19]3([CH3:20])[C@@H:10]([C@:11]4([CH3:33])[C@@H:16]([CH2:17][CH2:18]3)[C:15]([CH3:22])([CH3:21])[C:14]([C:23]3[CH:32]=[CH:31][C:26]([C:27]([O:29][CH3:30])=[O:28])=[CH:25][CH:24]=3)=[CH:13][CH2:12]4)[CH2:9][CH2:8][C@@H:7]1[C@H:6]1[C@H:34]([C:37]([CH3:39])=[CH2:38])[CH2:35][CH2:36][C@:5]1([NH:40][C:41]([NH2:43])=[S:42])[CH2:4][CH2:3]2.C(N(CC)C(C)C)(C)C.Br[CH2:54][C:55](=O)[C:56]([CH3:59])([CH3:58])[CH3:57].O. The catalyst is CN(C=O)C. The product is [C:56]([C:55]1[N:43]=[C:41]([NH:40][C@:5]23[CH2:36][CH2:35][C@@H:34]([C:37]([CH3:39])=[CH2:38])[C@@H:6]2[C@@H:7]2[C@@:2]([CH3:1])([CH2:3][CH2:4]3)[C@@:19]3([CH3:20])[C@@H:10]([C@:11]4([CH3:33])[C@@H:16]([CH2:17][CH2:18]3)[C:15]([CH3:21])([CH3:22])[C:14]([C:23]3[CH:32]=[CH:31][C:26]([C:27]([O:29][CH3:30])=[O:28])=[CH:25][CH:24]=3)=[CH:13][CH2:12]4)[CH2:9][CH2:8]2)[S:42][CH:54]=1)([CH3:59])([CH3:58])[CH3:57]. The yield is 0.910. (4) The reactants are [C:1](#[N:9])[C:2]1[C:3](=[CH:5][CH:6]=[CH:7][CH:8]=1)[NH2:4].[NH2:10][OH:11]. The catalyst is CCO. The product is [NH2:4][C:3]1[CH:5]=[CH:6][CH:7]=[CH:8][C:2]=1[C:1](=[N:10][OH:11])[NH2:9]. The yield is 0.903. (5) The reactants are [C:1]([O:5][C:6]([C:8]1[C:17]2[C:12](=[CH:13][CH:14]=[CH:15][CH:16]=2)[N:11]=[C:10]([C:18]2[CH:23]=[CH:22][CH:21]=[CH:20][CH:19]=2)[C:9]=1[CH2:24]Br)=[O:7])([CH3:4])([CH3:3])[CH3:2].[CH2:26]([O:28][C:29]([CH:31]1[CH2:36][CH2:35][CH2:34][N:33]([CH:37]2[CH2:42][CH2:41][NH:40][CH2:39][CH2:38]2)[CH2:32]1)=[O:30])[CH3:27].CCN(C(C)C)C(C)C.[F-].[K+]. The catalyst is C1COCC1. The product is [CH2:26]([O:28][C:29]([CH:31]1[CH2:36][CH2:35][CH2:34][N:33]([CH:37]2[CH2:38][CH2:39][N:40]([CH2:24][C:9]3[C:10]([C:18]4[CH:23]=[CH:22][CH:21]=[CH:20][CH:19]=4)=[N:11][C:12]4[C:17]([C:8]=3[C:6]([O:5][C:1]([CH3:4])([CH3:3])[CH3:2])=[O:7])=[CH:16][CH:15]=[CH:14][CH:13]=4)[CH2:41][CH2:42]2)[CH2:32]1)=[O:30])[CH3:27]. The yield is 0.538. (6) The reactants are [Cl-].[Li+].BrCCBr.Cl[Si](C)(C)C.II.I[C@H:15]1[CH2:20][CH2:19][C@H:18]([CH2:21][C:22]#[N:23])[CH2:17][CH2:16]1.Br[C:25]1[C:26]([CH3:37])=[N:27][N:28]2[C:33]=1[C:32]1[S:34][CH:35]=[CH:36][C:31]=1[N:30]=[CH:29]2.C1(P(C2CCCCC2)C2C=CC=CC=2C2C(OC)=CC=CC=2OC)CCCCC1. The product is [CH3:37][C:26]1[C:25]([C@H:15]2[CH2:20][CH2:19][C@H:18]([CH2:21][C:22]#[N:23])[CH2:17][CH2:16]2)=[C:33]2[N:28]([CH:29]=[N:30][C:31]3[CH:36]=[CH:35][S:34][C:32]=32)[N:27]=1. The yield is 0.0570. The catalyst is C1COCC1.C1(C)C=CC=CC=1.[Zn]. (7) The product is [Cl:26][C:21]1[CH:20]=[C:19]([NH:18][C:6]2[C:5]3[C:10](=[CH:11][C:2]([CH2:28][N:29]4[CH2:34][CH2:33][CH2:32][CH2:31][CH2:30]4)=[CH:3][CH:4]=3)[N:9]=[C:8]([C:12]3[CH:13]=[N:14][CH:15]=[CH:16][CH:17]=3)[N:7]=2)[CH:24]=[CH:23][C:22]=1[F:25]. The catalyst is C1COCC1.O.CC([O-])=O.CC([O-])=O.[Pd+2]. The reactants are Br[C:2]1[CH:11]=[C:10]2[C:5]([C:6]([NH:18][C:19]3[CH:24]=[CH:23][C:22]([F:25])=[C:21]([Cl:26])[CH:20]=3)=[N:7][C:8]([C:12]3[CH:13]=[N:14][CH:15]=[CH:16][CH:17]=3)=[N:9]2)=[CH:4][CH:3]=1.[B-](F)(F)(F)[CH2:28][N:29]1[CH2:34][CH2:33][CH2:32][CH2:31][CH2:30]1.[K+].C(=O)([O-])[O-].[Cs+].[Cs+].CC(C1C=C(C(C)C)C(C2C=CC=CC=2P(C2CCCCC2)C2CCCCC2)=C(C(C)C)C=1)C. The yield is 0.220. (8) The reactants are [NH:1]1[CH:9]2[CH:4]([CH2:5][CH2:6][CH2:7][CH2:8]2)[CH2:3][CH:2]1[C:10]([OH:12])=[O:11].OS(O)(=O)=O. The yield is 1.00. The catalyst is C(Cl)(Cl)Cl. The product is [C:4]([O:11][C:10]([CH:2]1[CH2:3][CH:4]2[CH:9]([CH2:8][CH2:7][CH2:6][CH2:5]2)[NH:1]1)=[O:12])([CH3:9])([CH3:5])[CH3:3]. (9) The reactants are [ClH:1].O1CCOCC1.[OH:8][C@H:9]1[C:13]2[N:14]=[CH:15][N:16]=[C:17]([N:18]3[CH2:23][CH2:22][N:21](C(OC(C)(C)C)=O)[CH2:20][CH2:19]3)[C:12]=2[C@H:11]([CH3:31])[CH2:10]1. The catalyst is O1CCOCC1. The product is [ClH:1].[ClH:1].[CH3:31][C@H:11]1[C:12]2[C:17]([N:18]3[CH2:19][CH2:20][NH:21][CH2:22][CH2:23]3)=[N:16][CH:15]=[N:14][C:13]=2[C@H:9]([OH:8])[CH2:10]1. The yield is 0.798.